From a dataset of Peptide-MHC class II binding affinity with 134,281 pairs from IEDB. Regression. Given a peptide amino acid sequence and an MHC pseudo amino acid sequence, predict their binding affinity value. This is MHC class II binding data. The peptide sequence is RGKMDVSGVQAPVGA. The MHC is DRB1_1101 with pseudo-sequence DRB1_1101. The binding affinity (normalized) is 0.